Predict the reactants needed to synthesize the given product. From a dataset of Full USPTO retrosynthesis dataset with 1.9M reactions from patents (1976-2016). (1) The reactants are: [F:1][C:2]1[CH:7]=[C:6]([F:8])[CH:5]=[CH:4][C:3]=1[C:9]1[C:10]2[CH:22]=[C:21]([C:23](O)=[O:24])[S:20][C:11]=2[N:12]([C:14]2[CH:19]=[N:18][CH:17]=[CH:16][N:15]=2)[N:13]=1.Cl.C[N:28](C)CCCN=C=NCC.[OH:38][N:39]1[C:43]2[N:44]=[CH:45][CH:46]=[CH:47][C:42]=2N=N1.CN1CCOCC1. Given the product [F:1][C:2]1[CH:7]=[C:6]([F:8])[CH:5]=[CH:4][C:3]=1[C:9]1[C:10]2[CH:22]=[C:21]([C:23]([NH:28][C@@H:46]([C:45]3[O:38][N:39]=[C:43]([CH3:42])[N:44]=3)[CH3:47])=[O:24])[S:20][C:11]=2[N:12]([C:14]2[CH:19]=[N:18][CH:17]=[CH:16][N:15]=2)[N:13]=1, predict the reactants needed to synthesize it. (2) Given the product [NH3:1].[Cl:36][C:37]1[CH:38]=[C:39]([CH2:40][NH:1][CH2:2][CH2:3][C:4]2[CH:5]=[CH:6][C:7]([O:8][CH2:9][CH2:10][C:11]3[CH:16]=[CH:15][C:14]([OH:17])=[C:13]([C@@H:18]([C:28]4[CH:29]=[CH:30][CH:31]=[CH:32][CH:33]=4)[CH2:19][CH2:20][N:21]([CH:25]([CH3:26])[CH3:27])[CH:22]([CH3:24])[CH3:23])[CH:12]=3)=[CH:34][CH:35]=2)[CH:42]=[C:43]([Cl:46])[C:44]=1[OH:45], predict the reactants needed to synthesize it. The reactants are: [NH2:1][CH2:2][CH2:3][C:4]1[CH:35]=[CH:34][C:7]([O:8][CH2:9][CH2:10][C:11]2[CH:16]=[CH:15][C:14]([OH:17])=[C:13]([C@@H:18]([C:28]3[CH:33]=[CH:32][CH:31]=[CH:30][CH:29]=3)[CH2:19][CH2:20][N:21]([CH:25]([CH3:27])[CH3:26])[CH:22]([CH3:24])[CH3:23])[CH:12]=2)=[CH:6][CH:5]=1.[Cl:36][C:37]1[CH:38]=[C:39]([CH:42]=[C:43]([Cl:46])[C:44]=1[OH:45])[CH:40]=O.S([O-])([O-])(=O)=O.[Mg+2].[BH4-].[Na+]. (3) Given the product [CH2:1]([O:8][C@H:9]1[C@H:14]([O:15][CH2:16][C:17]2[CH:22]=[CH:21][CH:20]=[CH:19][CH:18]=2)[C@@H:13]([O:23][CH2:24][C:25]2[CH:26]=[CH:27][CH:28]=[CH:29][CH:30]=2)[C@H:12]([O:31][CH2:32][C:33]2[CH:38]=[CH:37][CH:36]=[CH:35][CH:34]=2)[O:11][C@H:10]1[C:39]([O:41][C@@H:43]([CH3:56])[C:44](=[O:45])[NH:46][C@@H:47]([CH3:55])[CH2:48][C:49]1[CH:54]=[CH:53][CH:52]=[CH:51][CH:50]=1)=[O:40])[C:2]1[CH:7]=[CH:6][CH:5]=[CH:4][CH:3]=1, predict the reactants needed to synthesize it. The reactants are: [CH2:1]([O:8][C@H:9]1[C@H:14]([O:15][CH2:16][C:17]2[CH:22]=[CH:21][CH:20]=[CH:19][CH:18]=2)[C@@H:13]([O:23][CH2:24][C:25]2[CH:30]=[CH:29][CH:28]=[CH:27][CH:26]=2)[C@H:12]([O:31][CH2:32][C:33]2[CH:38]=[CH:37][CH:36]=[CH:35][CH:34]=2)[O:11][C@@H:10]1[C:39]([OH:41])=[O:40])[C:2]1[CH:7]=[CH:6][CH:5]=[CH:4][CH:3]=1.O[C@H:43]([CH3:56])[C:44]([NH:46][C@@H:47]([CH3:55])[CH2:48][C:49]1[CH:54]=[CH:53][CH:52]=[CH:51][CH:50]=1)=[O:45].C(Cl)CCl. (4) Given the product [CH2:57]([N:36]([CH2:34][CH3:35])[CH2:37][CH2:38][NH:39][C:40]([C:42]1[C:55]2[C:46](=[CH:47][C:16]3[C:15]([N:54]=2)=[C:14]([Sn:19]([CH2:20][CH2:21][CH2:22][CH3:23])([CH2:28][CH2:29][CH2:30][CH3:31])[CH2:24][CH2:25][CH2:26][CH3:27])[CH:13]=[CH:12][CH:11]=3)[CH:45]=[CH:44][CH:43]=1)=[O:41])[CH3:58], predict the reactants needed to synthesize it. The reactants are: C(N(CC)CCNC(C1C=C[C:16]2[C:11](=[CH:12][CH:13]=[C:14]([Sn:19]([CH2:28][CH2:29][CH2:30][CH3:31])([CH2:24][CH2:25][CH2:26][CH3:27])[CH2:20][CH2:21][CH2:22][CH3:23])[CH:15]=2)N=1)=O)C.[CH2:34]([N:36]([CH2:57][CH3:58])[CH2:37][CH2:38][NH:39][C:40]([C:42]1[C:55]2[C:46](=[CH:47]C3C([N:54]=2)=C(I)C=CC=3)[CH:45]=[CH:44][CH:43]=1)=[O:41])[CH3:35]. (5) Given the product [CH2:7]([O:6][C:4]([CH:3]1[CH2:9][CH2:10][CH2:11][N:1]([C:17](=[O:18])[C:16]2[CH:20]=[CH:21][C:13]([F:12])=[CH:14][CH:15]=2)[CH2:2]1)=[O:5])[CH3:8], predict the reactants needed to synthesize it. The reactants are: [NH:1]1[CH2:11][CH2:10][CH2:9][CH:3]([C:4]([O:6][CH2:7][CH3:8])=[O:5])[CH2:2]1.[F:12][C:13]1[CH:21]=[CH:20][C:16]([C:17](Cl)=[O:18])=[CH:15][CH:14]=1.C(N(CC)CC)C.